This data is from Reaction yield outcomes from USPTO patents with 853,638 reactions. The task is: Predict the reaction yield, written as a fraction of the theoretical maximum amount of product (1.0 means a 100% yield; for example, 0.34 means a 34% yield). The reactants are [F:1][C:2]1[CH:3]=[CH:4][C:5]2=[C:6]([CH:35]=1)[O:7][CH2:8][C:9]1[C:33]([F:34])=[CH:32][CH:31]=[CH:30][C:10]=1/[C:11]/2=[CH:12]\[C:13]1[CH:18]=[CH:17][C:16]([NH:19][N:20]2[CH2:25][CH2:24][N:23]([CH3:26])[CH2:22][CH2:21]2)=[C:15]([N+:27]([O-])=O)[CH:14]=1.C(N(CC)CC)C.N1C=CC=CC=1.C1C=CC(O[C:56](OC2C=CC=CC=2)=[N:57][C:58]#[N:59])=CC=1. The catalyst is O1CCCC1.[Pt]. The product is [F:1][C:2]1[CH:3]=[CH:4][C:5]2=[C:6]([CH:35]=1)[O:7][CH2:8][C:9]1[C:33]([F:34])=[CH:32][CH:31]=[CH:30][C:10]=1/[C:11]/2=[CH:12]\[C:13]1[CH:18]=[CH:17][C:16]2[N:19]([N:20]3[CH2:25][CH2:24][N:23]([CH3:26])[CH2:22][CH2:21]3)/[C:56](=[N:57]/[C:58]#[N:59])/[NH:27][C:15]=2[CH:14]=1. The yield is 0.430.